Dataset: Full USPTO retrosynthesis dataset with 1.9M reactions from patents (1976-2016). Task: Predict the reactants needed to synthesize the given product. (1) Given the product [CH3:54][CH:53]([C:55]1[CH:60]=[C:59]2[CH2:61][CH2:62][C@H:63]3[C@@:68]([CH2:70][OH:71])([CH3:69])[CH2:67][CH2:66][CH2:65][C@:64]3([CH3:73])[C@H:58]2[CH2:57][CH:56]=1)[CH3:52], predict the reactants needed to synthesize it. The reactants are: O=C[C@@H]([C@H]([C@@H]([C@@H](CO)O)O)O)O.N[C@H](C(O)=O)CCC(=O)N.O(C/C=C(/CC/C=C(\C)/CC/C=C(/CCC=C(C)C)\C)\C)P(OP([O-])([O-])=O)(=O)[O-].[CH3:52][CH:53]([C:55]1[CH:60]=[C:59]2[CH2:61][CH2:62][C@H:63]3[C@@:68]([C:70](O)=[O:71])([CH3:69])[CH2:67][CH2:66][CH2:65][C@:64]3([CH3:73])[C@H:58]2[CH2:57][CH:56]=1)[CH3:54].[Cr](Cl)(Cl)(=O)=O.[NH+]1C=CC=CC=1. (2) Given the product [C@@H:1]12[CH2:7][C@@H:4]([CH2:5][CH2:6]1)[CH2:3][C@@H:2]2[NH:8][C:9]1[S:10][CH:11]([CH2:25][CH2:24][Br:23])[C:12](=[O:14])[N:13]=1, predict the reactants needed to synthesize it. The reactants are: [C@@H:1]12[CH2:7][C@@H:4]([CH2:5][CH2:6]1)[CH2:3][C@@H:2]2[NH:8][C:9]1[S:10][CH2:11][C:12](=[O:14])[N:13]=1.[Li+].CC([N-]C(C)C)C.[Br:23][CH2:24][CH2:25]Br. (3) Given the product [Cl:1][C:2]1[CH:3]=[C:4]([CH:28]=[C:29]([Cl:56])[CH:30]=1)[O:5][C:6]1[CH:7]=[C:8]2[C:12](=[CH:13][CH:14]=1)[N:11]([C:15]1[CH:20]=[CH:19][C:18]([CH3:21])=[C:17]([N+:22]([O-:24])=[O:23])[CH:16]=1)[C:10]([C:25]([OH:27])=[O:26])=[CH:9]2, predict the reactants needed to synthesize it. The reactants are: [Cl:1][C:2]1[CH:3]=[C:4]([CH:28]=[CH:29][CH:30]=1)[O:5][C:6]1[CH:7]=[C:8]2[C:12](=[CH:13][CH:14]=1)[N:11]([C:15]1[CH:20]=[CH:19][C:18]([CH3:21])=[C:17]([N+:22]([O-:24])=[O:23])[CH:16]=1)[C:10]([C:25]([OH:27])=[O:26])=[CH:9]2.C(OC(C1N(C2C=CC(C)=C([N+]([O-])=O)C=2)C2C(C=1)=CC(O)=CC=2)=O)C.[Cl:56]C1C=C(B(O)O)C=C(Cl)C=1. (4) Given the product [C:23]1([C:7]2[CH:8]=[C:9]3[C:14](=[CH:15][CH:16]=2)[CH2:13][CH:12]([C:17]([O:19][CH3:20])=[O:18])[CH2:11][CH2:10]3)[CH:28]=[CH:27][CH:26]=[CH:25][CH:24]=1, predict the reactants needed to synthesize it. The reactants are: FC(F)(F)S(O[C:7]1[CH:8]=[C:9]2[C:14](=[CH:15][CH:16]=1)[CH2:13][CH:12]([C:17]([O:19][CH3:20])=[O:18])[CH2:11][CH2:10]2)(=O)=O.[C:23]1(B(O)O)[CH:28]=[CH:27][CH:26]=[CH:25][CH:24]=1.C([O-])([O-])=O.[Na+].[Na+]. (5) Given the product [F:1][C:2]1[CH:3]=[C:4]([CH:10]=[CH:11][C:12]=1[N:16]1[CH:17]=[CH:18][N:19]=[C:15]1[CH3:14])[C:5]([OH:7])=[O:6], predict the reactants needed to synthesize it. The reactants are: [F:1][C:2]1[CH:3]=[C:4]([CH:10]=[CH:11][C:12]=1F)[C:5]([O:7]CC)=[O:6].[CH3:14][C:15]1[NH:16][CH:17]=[CH:18][N:19]=1.C([O-])([O-])=O.[K+].[K+].O.